From a dataset of Catalyst prediction with 721,799 reactions and 888 catalyst types from USPTO. Predict which catalyst facilitates the given reaction. (1) Reactant: [CH:1]1([NH:4][C:5](=[O:48])[NH:6][C:7]2[CH:46]=[CH:45][C:10]([O:11][C:12]3[CH:17]=[CH:16][N:15]=[C:14]4[CH:18]=[C:19]([C:21]5[N:26]=[CH:25][C:24]([CH2:27][N:28]([CH:32]6[CH2:37][CH2:36][N:35](C(OC(C)(C)C)=O)[CH2:34][CH2:33]6)[C:29](=[O:31])[CH3:30])=[CH:23][CH:22]=5)[S:20][C:13]=34)=[C:9]([F:47])[CH:8]=2)[CH2:3][CH2:2]1.Cl.CCOC(C)=O. Product: [CH:1]1([NH:4][C:5](=[O:48])[NH:6][C:7]2[CH:46]=[CH:45][C:10]([O:11][C:12]3[CH:17]=[CH:16][N:15]=[C:14]4[CH:18]=[C:19]([C:21]5[N:26]=[CH:25][C:24]([CH2:27][N:28]([CH:32]6[CH2:37][CH2:36][NH:35][CH2:34][CH2:33]6)[C:29](=[O:31])[CH3:30])=[CH:23][CH:22]=5)[S:20][C:13]=34)=[C:9]([F:47])[CH:8]=2)[CH2:2][CH2:3]1. The catalyst class is: 25. (2) Reactant: [N:1]1[CH:5]=[C:4]([CH:6]=[O:7])[NH:3][CH:2]=1.[H-].[Al+3].[Li+].[H-].[H-].[H-].C1C=CC(P(C2C=CC=CC=2)C2C=CC=CC=2)=CC=1.O[N:34]1[C:38](=[O:39])[C:37]2=[CH:40][CH:41]=[CH:42][CH:43]=[C:36]2[C:35]1=[O:44].N(C(OC(C)C)=O)=NC(OC(C)C)=O. Product: [N:1]1[CH:5]=[C:4]([CH2:6][O:7][N:34]2[C:38](=[O:39])[C:37]3[C:36](=[CH:43][CH:42]=[CH:41][CH:40]=3)[C:35]2=[O:44])[NH:3][CH:2]=1. The catalyst class is: 1.